This data is from Full USPTO retrosynthesis dataset with 1.9M reactions from patents (1976-2016). The task is: Predict the reactants needed to synthesize the given product. (1) Given the product [Cl:1][C:2]1[CH:3]=[CH:4][CH:5]=[C:6]2[C:10]=1[C:9](=[O:11])[N:8]([C:12]1[CH:34]=[CH:33][CH:32]=[C:14]([C:15]([N:17]3[CH2:18][CH2:43][N:38]([CH:35]([CH3:37])[CH3:36])[CH2:39][CH2:40]3)=[O:16])[CH:13]=1)[CH2:7]2, predict the reactants needed to synthesize it. The reactants are: [Cl:1][C:2]1[CH:3]=[CH:4][CH:5]=[C:6]2[C:10]=1[C:9](=[O:11])[N:8]([C:12]1[CH:13]=[C:14]([CH:32]=[CH:33][CH:34]=1)[C:15]([NH:17][CH2:18]CC1CCN(C3C=CN=CC=3)CC1)=[O:16])[CH2:7]2.[CH:35]([N:38]1[CH2:43]CN[CH2:40][CH2:39]1)([CH3:37])[CH3:36].ClC1C=CC=C2C=1C(=O)N(C1C=C(C=CC=1)C(O)=O)C2. (2) Given the product [CH:5]12[O:1][CH:2]([CH:3]=[CH:4]1)[CH2:10][C:8](=[O:9])[CH2:7]2.[CH:5]12[O:1][CH:2]([CH2:3][CH2:4]1)[CH2:10][C:8](=[O:9])[CH2:7]2, predict the reactants needed to synthesize it. The reactants are: [O:1]1[CH:5]=[CH:4][CH:3]=[CH:2]1.Cl[CH:7](Cl)[C:8]([CH2:10]Cl)=[O:9]. (3) Given the product [CH3:27][C:24]1[S:25][CH:26]=[C:22]([NH:21][C:4]([C:6]2[C:11]([NH:12][C:13]3[N:14]([CH3:19])[N:15]=[C:16]([CH3:18])[CH:17]=3)=[CH:10][CH:9]=[C:8]([CH3:20])[N:7]=2)=[O:5])[N:23]=1, predict the reactants needed to synthesize it. The reactants are: C(O[C:4]([C:6]1[C:11]([NH:12][C:13]2[N:14]([CH3:19])[N:15]=[C:16]([CH3:18])[CH:17]=2)=[CH:10][CH:9]=[C:8]([CH3:20])[N:7]=1)=[O:5])C.[NH2:21][C:22]1[N:23]=[C:24]([CH3:27])[S:25][CH:26]=1. (4) Given the product [CH3:18][O:17][C:14]1[CH:15]=[CH:16][C:11]([C:9]2[S:10][C:6]3[C:7](=[C:2]([C:20]#[N:21])[CH:3]=[CH:4][CH:5]=3)[N:8]=2)=[CH:12][CH:13]=1, predict the reactants needed to synthesize it. The reactants are: Br[C:2]1[C:7]2[N:8]=[C:9]([C:11]3[CH:16]=[CH:15][C:14]([O:17][CH3:18])=[CH:13][CH:12]=3)[S:10][C:6]=2[CH:5]=[CH:4][CH:3]=1.[Cu][C:20]#[N:21].Cl. (5) Given the product [CH3:23][N:22]([CH3:24])[C:18]1[CH:17]=[C:16]([C:14]([N:10]2[CH2:11][CH2:12][CH2:13][CH:8]([C:3]3[CH:4]=[CH:5][CH:6]=[CH:7][CH:2]=3)[CH2:9]2)=[O:15])[CH:21]=[CH:20][N:19]=1, predict the reactants needed to synthesize it. The reactants are: F[C:2]1[CH:7]=[CH:6][CH:5]=[CH:4][C:3]=1[CH:8]1[CH2:13][CH2:12][CH2:11][N:10]([C:14]([C:16]2[CH:21]=[CH:20][N:19]=[C:18]([N:22]([CH3:24])[CH3:23])[CH:17]=2)=[O:15])[CH2:9]1.C1(C2CCCNC2)C=CC=CC=1.CN(C)C1C=C(C=CN=1)C(O)=O.